From a dataset of Full USPTO retrosynthesis dataset with 1.9M reactions from patents (1976-2016). Predict the reactants needed to synthesize the given product. (1) Given the product [CH2:1]([O:8][CH2:9][C:10]1([C:23]([OH:25])=[O:24])[CH2:15][CH2:14][N:13]([C:16]([O:18][C:19]([CH3:20])([CH3:21])[CH3:22])=[O:17])[CH2:12][CH2:11]1)[C:2]1[CH:7]=[CH:6][CH:5]=[CH:4][CH:3]=1, predict the reactants needed to synthesize it. The reactants are: [CH2:1]([O:8][CH2:9][C:10]1([C:23]([O:25]CC)=[O:24])[CH2:15][CH2:14][N:13]([C:16]([O:18][C:19]([CH3:22])([CH3:21])[CH3:20])=[O:17])[CH2:12][CH2:11]1)[C:2]1[CH:7]=[CH:6][CH:5]=[CH:4][CH:3]=1.C1COCC1.Cl. (2) Given the product [CH3:1][C:2]1[N:7]=[C:6]([O:8][CH2:9][C:10]2[CH:11]=[CH:12][C:13]([C:14]([NH:52][CH:50]3[CH2:51][C:46]([CH3:55])([CH3:45])[NH:47][C:48]([CH3:54])([CH3:53])[CH2:49]3)=[O:16])=[CH:17][CH:18]=2)[CH:5]=[CH:4][CH:3]=1, predict the reactants needed to synthesize it. The reactants are: [CH3:1][C:2]1[N:7]=[C:6]([O:8][CH2:9][C:10]2[CH:18]=[CH:17][C:13]([C:14]([OH:16])=O)=[CH:12][CH:11]=2)[CH:5]=[CH:4][CH:3]=1.ON1C(=O)CCC1=O.CCN=C=NCCCN(C)C.Cl.C([O-])([O-])=O.[Na+].[Na+].[CH3:45][C:46]1([CH3:55])[CH2:51][CH:50]([NH2:52])[CH2:49][C:48]([CH3:54])([CH3:53])[NH:47]1. (3) The reactants are: Cl.Cl.Cl.[O:4]1[C:8]2=[C:9]([N:13]3[CH2:18][CH2:17][N:16]([CH2:19][CH2:20][C@H:21]4[CH2:26][CH2:25][C@H:24]([NH2:27])[CH2:23][CH2:22]4)[CH2:15][CH2:14]3)[N:10]=[CH:11][CH:12]=[C:7]2[CH2:6][CH2:5]1.[CH:28]1([C:32](O)=[O:33])[CH2:31][CH2:30][CH2:29]1. Given the product [O:4]1[C:8]2=[C:9]([N:13]3[CH2:18][CH2:17][N:16]([CH2:19][CH2:20][C@H:21]4[CH2:26][CH2:25][C@H:24]([NH:27][C:32]([CH:28]5[CH2:31][CH2:30][CH2:29]5)=[O:33])[CH2:23][CH2:22]4)[CH2:15][CH2:14]3)[N:10]=[CH:11][CH:12]=[C:7]2[CH2:6][CH2:5]1, predict the reactants needed to synthesize it. (4) The reactants are: C[O:2][C:3](=[O:28])[C:4]1[CH:9]=[CH:8][C:7]([O:10][CH2:11][CH2:12][CH2:13]Br)=[CH:6][C:5]=1[NH:15][C:16](=[O:27])[C:17]1[CH:22]=[CH:21][CH:20]=[CH:19][C:18]=1[C:23]([F:26])([F:25])[F:24].[F:29][C:30]([F:41])([F:40])[C:31]1[CH:39]=[CH:38][C:34]([CH:35]=[N:36][OH:37])=[CH:33][CH:32]=1. Given the product [F:26][C:23]([F:24])([F:25])[C:18]1[CH:19]=[CH:20][CH:21]=[CH:22][C:17]=1[C:16]([NH:15][C:5]1[CH:6]=[C:7]([O:10][CH2:11][CH2:12][CH2:13][O:37]/[N:36]=[CH:35]/[C:34]2[CH:33]=[CH:32][C:31]([C:30]([F:29])([F:41])[F:40])=[CH:39][CH:38]=2)[CH:8]=[CH:9][C:4]=1[C:3]([OH:2])=[O:28])=[O:27], predict the reactants needed to synthesize it. (5) The reactants are: [F:1][C:2]([F:26])([F:25])[C:3]([N:5]1[CH2:14][CH:13]([C:15]2[CH:20]=[CH:19][C:18]([O:21]C)=[CH:17][CH:16]=2)[C:12]2[C:7](=[CH:8][C:9]([O:23]C)=[CH:10][CH:11]=2)[CH2:6]1)=[O:4].B(Br)(Br)Br. Given the product [F:26][C:2]([F:1])([F:25])[C:3]([N:5]1[CH2:14][CH:13]([C:15]2[CH:20]=[CH:19][C:18]([OH:21])=[CH:17][CH:16]=2)[C:12]2[C:7](=[CH:8][C:9]([OH:23])=[CH:10][CH:11]=2)[CH2:6]1)=[O:4], predict the reactants needed to synthesize it. (6) Given the product [C:1]([O:5][C:6](=[O:19])[NH:7][CH2:8][C@@H:9]1[CH2:11][C@H:10]1[C:12]1[CH:17]=[CH:16][C:15]([C:30]2[CH:31]=[CH:32][C:27]([Cl:26])=[CH:28][CH:29]=2)=[CH:14][CH:13]=1)([CH3:4])([CH3:3])[CH3:2], predict the reactants needed to synthesize it. The reactants are: [C:1]([O:5][C:6](=[O:19])[NH:7][CH2:8][C@@H:9]1[CH2:11][C@H:10]1[C:12]1[CH:17]=[CH:16][C:15](Br)=[CH:14][CH:13]=1)([CH3:4])([CH3:3])[CH3:2].C([O-])([O-])=O.[K+].[K+].[Cl:26][C:27]1[CH:32]=[CH:31][C:30](B(O)O)=[CH:29][CH:28]=1. (7) Given the product [CH2:1]([CH:3]1[N:12]2[C:7](=[CH:8][C:9](=[O:18])[C:10]([C:13]([OH:15])=[O:14])=[CH:11]2)[C:6]2[CH:19]=[C:20]([O:31][CH3:32])[C:21]([O:23][CH2:24][CH2:25][N:26]3[CH2:27][CH2:28][CH2:29][CH2:30]3)=[CH:22][C:5]=2[CH2:4]1)[CH3:2], predict the reactants needed to synthesize it. The reactants are: [CH2:1]([CH:3]1[N:12]2[C:7](=[CH:8][C:9](=[O:18])[C:10]([C:13]([O:15]CC)=[O:14])=[CH:11]2)[C:6]2[CH:19]=[C:20]([O:31][CH3:32])[C:21]([O:23][CH2:24][CH2:25][N:26]3[CH2:30][CH2:29][CH2:28][CH2:27]3)=[CH:22][C:5]=2[CH2:4]1)[CH3:2].O[Li].O.